This data is from Forward reaction prediction with 1.9M reactions from USPTO patents (1976-2016). The task is: Predict the product of the given reaction. (1) Given the reactants Cl[C:2]1[C:3]([NH2:9])=[N:4][CH:5]=[N:6][C:7]=1Cl.C(O[C:15](=[O:21])[NH:16][CH2:17][CH2:18][CH2:19][NH2:20])(C)(C)C.[O:22]([C:29]1[CH:34]=[CH:33][C:32](B(O)O)=[CH:31][CH:30]=1)[C:23]1[CH:28]=[CH:27][CH:26]=[CH:25][CH:24]=1.[C:38](Cl)(=O)[CH:39]=C, predict the reaction product. The product is: [NH2:9][C:3]1[N:4]=[CH:5][N:6]=[C:7]([NH:20][CH2:19][CH2:18][CH2:17][NH:16][C:15](=[O:21])[CH:38]=[CH2:39])[C:2]=1[C:26]1[CH:27]=[CH:28][C:23]([O:22][C:29]2[CH:34]=[CH:33][CH:32]=[CH:31][CH:30]=2)=[CH:24][CH:25]=1. (2) Given the reactants [OH:1][C:2]1[N:6]([C:7]2[CH:12]=[C:11]([C:13]#[N:14])[CH:10]=[CH:9][N:8]=2)[N:5]=[CH:4][CH:3]=1.[C:15]1([CH2:21]O)[CH:20]=[CH:19][CH:18]=[CH:17][CH:16]=1.C1C=CC(P(C2C=CC=CC=2)C2C=CC=CC=2)=CC=1.CC(OC(/N=N/C(OC(C)C)=O)=O)C, predict the reaction product. The product is: [CH2:21]([O:1][C:2]1[N:6]([C:7]2[CH:12]=[C:11]([C:13]#[N:14])[CH:10]=[CH:9][N:8]=2)[N:5]=[CH:4][CH:3]=1)[C:15]1[CH:20]=[CH:19][CH:18]=[CH:17][CH:16]=1. (3) The product is: [Cl:3][C:4]1[CH:9]=[CH:8][C:7]([C:10](=[N:18][O:19][CH3:20])[CH2:11][CH2:12][C:13]([OH:15])=[O:14])=[CH:6][CH:5]=1. Given the reactants [OH-].[Li+].[Cl:3][C:4]1[CH:9]=[CH:8][C:7]([C:10](=[N:18][O:19][CH3:20])[CH2:11][CH2:12][C:13]([O:15]CC)=[O:14])=[CH:6][CH:5]=1.Cl, predict the reaction product. (4) Given the reactants [CH3:1][O:2][C:3]1[CH:8]=[CH:7][N:6]=[C:5]2[NH:9][CH:10]=[C:11]([CH:12]([C:18]3[CH:23]=[CH:22][CH:21]=[CH:20][CH:19]=3)[CH2:13][C:14]([NH:16][CH3:17])=O)[C:4]=12.[H-].[H-].[H-].[H-].[Li+].[Al+3], predict the reaction product. The product is: [CH3:1][O:2][C:3]1[CH:8]=[CH:7][N:6]=[C:5]2[NH:9][CH:10]=[C:11]([CH:12]([C:18]3[CH:23]=[CH:22][CH:21]=[CH:20][CH:19]=3)[CH2:13][CH2:14][NH:16][CH3:17])[C:4]=12. (5) Given the reactants C(OC(=O)N[C@H](C1C([C:24]2[CH:25]=[C:26]3[C:30](=[CH:31][CH:32]=2)[CH2:29][NH:28][C:27]3=[O:33])=CC=C(C#CC2C=NC=NC=2)N=1)CC1C=C(F)C=C(F)C=1)(C)(C)C.Br[C:44]1[C:45]([C@@H:60]([NH:70][C:71](=[O:88])[CH2:72][N:73]2[C:77]3[C:78]([F:83])([F:82])[C@@H:79]4[CH2:81][C@@H:80]4[C:76]=3[C:75]([C:84]([F:87])([F:86])[F:85])=[N:74]2)[CH2:61][C:62]2[CH:67]=[C:66]([F:68])[CH:65]=[C:64]([F:69])[CH:63]=2)=[N:46][C:47]([C:50]#[C:51][C:52]2[CH:53]=[N:54][C:55]([O:58][CH3:59])=[CH:56][CH:57]=2)=[CH:48][CH:49]=1, predict the reaction product. The product is: [F:82][C:78]1([F:83])[C:77]2[N:73]([CH2:72][C:71]([NH:70][C@H:60]([C:45]3[C:44]([C:24]4[CH:25]=[C:26]5[C:30](=[CH:31][CH:32]=4)[CH2:29][NH:28][C:27]5=[O:33])=[CH:49][CH:48]=[C:47]([C:50]#[C:51][C:52]4[CH:53]=[N:54][C:55]([O:58][CH3:59])=[CH:56][CH:57]=4)[N:46]=3)[CH2:61][C:62]3[CH:67]=[C:66]([F:68])[CH:65]=[C:64]([F:69])[CH:63]=3)=[O:88])[N:74]=[C:75]([C:84]([F:86])([F:85])[F:87])[C:76]=2[C@H:80]2[CH2:81][C@@H:79]12. (6) Given the reactants [N:1]1[CH:6]=[CH:5][CH:4]=[C:3]([CH:7]=O)[CH:2]=1.[NH2:9][C:10]1[CH:18]=[C:17]2[C:13]([C:14]([CH2:24][CH3:25])=[N:15][N:16]2[CH:19]2[CH2:23][CH2:22][CH2:21][CH2:20]2)=[CH:12][CH:11]=1.O.C1(C)C=CC(S(O)(=O)=O)=CC=1.[BH4-].[Na+], predict the reaction product. The product is: [CH:19]1([N:16]2[C:17]3[C:13](=[CH:12][CH:11]=[C:10]([NH:9][CH2:7][C:3]4[CH:2]=[N:1][CH:6]=[CH:5][CH:4]=4)[CH:18]=3)[C:14]([CH2:24][CH3:25])=[N:15]2)[CH2:20][CH2:21][CH2:22][CH2:23]1. (7) Given the reactants [N+:1]([C:4]1[CH:5]=[C:6]2[C:11](=[CH:12][CH:13]=1)[NH:10][C:9](=O)[NH:8][C:7]2=O)([O-:3])=[O:2].CN1CCN(C)C1=O.P(Cl)(Cl)([Cl:26])=O.[CH2:29]([NH2:33])[CH2:30][CH2:31][CH3:32], predict the reaction product. The product is: [CH2:29]([NH:33][C:7]1[C:6]2[C:11](=[CH:12][CH:13]=[C:4]([N+:1]([O-:3])=[O:2])[CH:5]=2)[N:10]=[C:9]([Cl:26])[N:8]=1)[CH2:30][CH2:31][CH3:32]. (8) The product is: [CH2:19]([O:18][N:17]1[C:15](=[O:16])[C:14]2[C:13](=[CH:25][C:24]([F:26])=[C:23]([F:27])[CH:22]=2)[NH:12][C:1]1=[O:2])[CH:20]=[CH2:21]. Given the reactants [C:1](Cl)(Cl)=[O:2].C1(C)C=CC=CC=1.[NH2:12][C:13]1[CH:25]=[C:24]([F:26])[C:23]([F:27])=[CH:22][C:14]=1[C:15]([NH:17][O:18][CH2:19][CH:20]=[CH2:21])=[O:16].O, predict the reaction product. (9) The product is: [CH2:7]([N:14]1[CH2:21][CH:20]2[O:22][CH:16]([CH2:17][N:18]([C:1](=[O:3])[CH3:2])[CH2:19]2)[CH2:15]1)[C:8]1[CH:9]=[CH:10][CH:11]=[CH:12][CH:13]=1. Given the reactants [C:1](Cl)(=[O:3])[CH3:2].Cl.Cl.[CH2:7]([N:14]1[CH2:21][CH:20]2[O:22][CH:16]([CH2:17][NH:18][CH2:19]2)[CH2:15]1)[C:8]1[CH:13]=[CH:12][CH:11]=[CH:10][CH:9]=1.C(=O)([O-])[O-].[Cs+].[Cs+], predict the reaction product. (10) Given the reactants Cl[C:2]1[CH:7]=[C:6]([O:8][CH2:9][CH:10]2[CH2:15][CH2:14][O:13][CH2:12][CH2:11]2)[CH:5]=[CH:4][C:3]=1[S:16]([N:19]([C:24]1[CH:29]=[CH:28][C:27]([CH3:30])=[CH:26][C:25]=1[CH3:31])[CH2:20][CH:21]([CH3:23])[CH3:22])(=[O:18])=[O:17].C(P(C(C)(C)C)C1C=CC=CC=1C1C(C(C)C)=CC(C(C)C)=CC=1C(C)C)(C)(C)C.[OH-:62].[K+], predict the reaction product. The product is: [CH3:31][C:25]1[CH:26]=[C:27]([CH3:30])[CH:28]=[CH:29][C:24]=1[N:19]([CH2:20][CH:21]([CH3:23])[CH3:22])[S:16]([C:3]1[CH:4]=[CH:5][C:6]([O:8][CH2:9][CH:10]2[CH2:15][CH2:14][O:13][CH2:12][CH2:11]2)=[CH:7][C:2]=1[OH:62])(=[O:18])=[O:17].